This data is from Forward reaction prediction with 1.9M reactions from USPTO patents (1976-2016). The task is: Predict the product of the given reaction. (1) Given the reactants Br[C:2]1[C:11]2[C:6](=[C:7]([F:12])[CH:8]=[CH:9][CH:10]=2)[CH:5]=[CH:4][CH:3]=1.[CH:13](=[O:17])[CH2:14][CH2:15][CH3:16], predict the reaction product. The product is: [F:12][C:7]1[CH:8]=[CH:9][CH:10]=[C:11]2[C:6]=1[CH:5]=[CH:4][CH:3]=[C:2]2[CH:13]([OH:17])[CH2:14][CH2:15][CH3:16]. (2) Given the reactants [CH:1]1([O:5][C:6]2[C:14]([CH3:15])=[CH:13][CH:12]=[CH:11][C:7]=2[C:8]([OH:10])=O)[CH2:4][CH2:3][CH2:2]1.[CH2:16]([O:18][C:19]([C:21]1([NH2:31])[CH2:29][C:28]2[C:23](=[CH:24][CH:25]=[C:26]([Br:30])[CH:27]=2)[CH2:22]1)=[O:20])[CH3:17].CN(C(ON1N=NC2C=CC=NC1=2)=[N+](C)C)C.F[P-](F)(F)(F)(F)F.CCN(C(C)C)C(C)C, predict the reaction product. The product is: [CH2:16]([O:18][C:19]([C:21]1([NH:31][C:8](=[O:10])[C:7]2[CH:11]=[CH:12][CH:13]=[C:14]([CH3:15])[C:6]=2[O:5][CH:1]2[CH2:2][CH2:3][CH2:4]2)[CH2:29][C:28]2[C:23](=[CH:24][CH:25]=[C:26]([Br:30])[CH:27]=2)[CH2:22]1)=[O:20])[CH3:17]. (3) Given the reactants Cl.[CH2:2]1[C:11]2[C:6](=[CH:7][CH:8]=[CH:9][CH:10]=2)[CH2:5][CH2:4][N:3]1[NH2:12].Cl[C:14]([O:16][C:17]1[CH:22]=[CH:21][C:20]([Br:23])=[CH:19][CH:18]=1)=[O:15], predict the reaction product. The product is: [Br:23][C:20]1[CH:21]=[CH:22][C:17]([O:16][C:14](=[O:15])[NH:12][N:3]2[CH2:4][CH2:5][C:6]3[C:11](=[CH:10][CH:9]=[CH:8][CH:7]=3)[CH2:2]2)=[CH:18][CH:19]=1. (4) Given the reactants [CH:1]1([C:5]2[C:14]([C:15]3[NH:16][C:17]([CH2:20][O:21][CH3:22])=[CH:18][N:19]=3)=[CH:13][C:8]([C:9]([O:11]C)=[O:10])=[C:7]([CH3:23])[CH:6]=2)[CH2:4][CH2:3][CH2:2]1.[OH-].[Na+], predict the reaction product. The product is: [CH:1]1([C:5]2[C:14]([C:15]3[NH:16][C:17]([CH2:20][O:21][CH3:22])=[CH:18][N:19]=3)=[CH:13][C:8]([C:9]([OH:11])=[O:10])=[C:7]([CH3:23])[CH:6]=2)[CH2:2][CH2:3][CH2:4]1. (5) Given the reactants [Br:1][C:2]1[CH:19]=[CH:18][C:5]([CH2:6][NH:7][C:8]2[CH:13]=[CH:12][C:11]([OH:14])=[CH:10][C:9]=2[N+:15]([O-])=O)=[CH:4][CH:3]=1.O.O.Cl[Sn]Cl, predict the reaction product. The product is: [NH2:15][C:9]1[CH:10]=[C:11]([OH:14])[CH:12]=[CH:13][C:8]=1[NH:7][CH2:6][C:5]1[CH:18]=[CH:19][C:2]([Br:1])=[CH:3][CH:4]=1.